Predict the product of the given reaction. From a dataset of Forward reaction prediction with 1.9M reactions from USPTO patents (1976-2016). (1) Given the reactants Br[CH2:2][C:3]1[C:4]2[CH:19]=[C:18]([O:20][CH3:21])[C:17]([O:22][CH3:23])=[CH:16][C:5]=2[S:6][C:7]=1[C:8]([N:10]1[CH2:15][CH2:14][O:13][CH2:12][CH2:11]1)=[O:9].[Cu][C:25]#[N:26], predict the reaction product. The product is: [CH3:21][O:20][C:18]1[C:17]([O:22][CH3:23])=[CH:16][C:5]2[S:6][C:7]([C:8]([N:10]3[CH2:15][CH2:14][O:13][CH2:12][CH2:11]3)=[O:9])=[C:3]([CH3:2])[C:4]=2[C:19]=1[C:25]#[N:26]. (2) Given the reactants [Cl:1][C:2]1[CH:7]=[C:6]2[NH:8][C:9](=[O:39])[C:10]3([CH:15]([C:16]4[CH:21]=[C:20]([Cl:22])[CH:19]=[CH:18][C:17]=4[O:23]CC(C(O)=O)C)[CH2:14][C:13](=[O:30])[NH:12][CH:11]3[C:31]3[CH:36]=[C:35]([F:37])[CH:34]=[CH:33][C:32]=3[F:38])[C:5]2=[CH:4][CH:3]=1.Cl.CNC.CCN=C=N[CH2:49][CH2:50][CH2:51]N(C)C.Cl.C1C=CC2N(O)N=NC=2C=1.CCN(C(C)C)C(C)C.[CH3:75][N:76]([CH:78]=[O:79])[CH3:77], predict the reaction product. The product is: [Cl:1][C:2]1[CH:7]=[C:6]2[NH:8][C:9](=[O:39])[C:10]3([CH:15]([C:16]4[CH:21]=[C:20]([Cl:22])[CH:19]=[CH:18][C:17]=4[O:23][C:50]([C:78](=[O:79])[N:76]([CH3:77])[CH3:75])([CH3:51])[CH3:49])[CH2:14][C:13](=[O:30])[NH:12][CH:11]3[C:31]3[CH:36]=[C:35]([F:37])[CH:34]=[CH:33][C:32]=3[F:38])[C:5]2=[CH:4][CH:3]=1. (3) Given the reactants [CH2:1]([N:8]1[CH2:13][CH2:12][C:11](=[CH:14][C:15]2[CH:22]=[CH:21][C:18]([C:19]#[N:20])=[CH:17][CH:16]=2)[CH2:10][CH2:9]1)[C:2]1[CH:7]=[CH:6][CH:5]=[CH:4][CH:3]=1.C(Cl)(Cl)Cl.Cl.[CH2:28]([OH:30])[CH3:29], predict the reaction product. The product is: [CH2:28]([O:30][C:19](=[NH:20])[C:18]1[CH:17]=[CH:16][C:15]([CH:14]=[C:11]2[CH2:12][CH2:13][N:8]([CH2:1][C:2]3[CH:3]=[CH:4][CH:5]=[CH:6][CH:7]=3)[CH2:9][CH2:10]2)=[CH:22][CH:21]=1)[CH3:29]. (4) Given the reactants Br[C:2]1[CH:3]=[CH:4][C:5]2[N:9]=[C:8]([CH3:10])[N:7]([C@H:11]3[CH2:15][CH2:14][N:13]([C:16]([O:18][C:19]([CH3:22])([CH3:21])[CH3:20])=[O:17])[CH2:12]3)[C:6]=2[CH:23]=1.[B:24]1([B:24]2[O:28][C:27]([CH3:30])([CH3:29])[C:26]([CH3:32])([CH3:31])[O:25]2)[O:28][C:27]([CH3:30])([CH3:29])[C:26]([CH3:32])([CH3:31])[O:25]1.C(Cl)Cl.CC([O-])=O.[K+], predict the reaction product. The product is: [CH3:10][C:8]1[N:7]([C@H:11]2[CH2:15][CH2:14][N:13]([C:16]([O:18][C:19]([CH3:22])([CH3:21])[CH3:20])=[O:17])[CH2:12]2)[C:6]2[CH:23]=[C:2]([B:24]3[O:28][C:27]([CH3:30])([CH3:29])[C:26]([CH3:32])([CH3:31])[O:25]3)[CH:3]=[CH:4][C:5]=2[N:9]=1. (5) Given the reactants [F:1][C:2]1[CH:7]=[CH:6][C:5]([O:8][CH3:9])=[CH:4][C:3]=1[C:10]1[CH:15]=[CH:14][C:13]([O:16][Si](C(C)C)(C(C)C)C(C)C)=[CH:12][C:11]=1[O:27][CH2:28][O:29][CH3:30].[F-].C([N+](CCCC)(CCCC)CCCC)CCC.[Cl-].[NH4+], predict the reaction product. The product is: [F:1][C:2]1[CH:7]=[CH:6][C:5]([O:8][CH3:9])=[CH:4][C:3]=1[C:10]1[CH:15]=[CH:14][C:13]([OH:16])=[CH:12][C:11]=1[O:27][CH2:28][O:29][CH3:30]. (6) Given the reactants [CH3:1][C:2]1([CH3:25])[C:16]2[C:11](=[CH:12][CH:13]=[N:14][CH:15]=2)[N:10]2[C:17]3[C:7]([C:8]4[CH:21]=[C:20](B(O)O)[CH:19]=[CH:18][C:9]=42)=[CH:6][CH:5]=[CH:4][C:3]1=3.Br[C:27]1[CH:32]=[CH:31][C:30]([N:33]2[C:45]3[CH:44]=[CH:43][CH:42]=[CH:41][C:40]=3[C:39]3[C:34]2=[CH:35][CH:36]=[CH:37][CH:38]=3)=[CH:29][CH:28]=1, predict the reaction product. The product is: [CH:35]1[C:34]2[N:33]([C:30]3[CH:31]=[CH:32][C:27]([C:20]4[CH:19]=[CH:18][C:9]5[N:10]6[C:17]7[C:7]([C:8]=5[CH:21]=4)=[CH:6][CH:5]=[CH:4][C:3]=7[C:2]([CH3:25])([CH3:1])[C:16]4[C:11]6=[CH:12][CH:13]=[N:14][CH:15]=4)=[CH:28][CH:29]=3)[C:45]3[C:40](=[CH:41][CH:42]=[CH:43][CH:44]=3)[C:39]=2[CH:38]=[CH:37][CH:36]=1.